Predict the product of the given reaction. From a dataset of Forward reaction prediction with 1.9M reactions from USPTO patents (1976-2016). (1) The product is: [OH:1][CH2:2][CH2:3][O:4][CH2:5][CH2:6][O:7][C:8]1[CH:13]=[CH:12][C:11]([C:14](=[C:26]2[CH2:27][C:28]([CH3:31])([CH3:30])[CH2:29][C:24]([CH3:33])([CH3:23])[CH2:25]2)[C:16]2[CH:21]=[CH:20][C:19]([OH:22])=[CH:18][CH:17]=2)=[CH:10][CH:9]=1. Given the reactants [OH:1][CH2:2][CH2:3][O:4][CH2:5][CH2:6][O:7][C:8]1[CH:13]=[CH:12][C:11]([C:14]([C:16]2[CH:21]=[CH:20][C:19]([OH:22])=[CH:18][CH:17]=2)=O)=[CH:10][CH:9]=1.[CH3:23][C:24]1([CH3:33])[CH2:29][C:28]([CH3:31])([CH3:30])[CH2:27][C:26](=O)[CH2:25]1, predict the reaction product. (2) Given the reactants [F:1][C:2]1[CH:3]=[C:4]([NH2:19])[CH:5]=[CH:6][C:7]=1[CH:8]1[CH2:13][CH2:12][S:11](=[O:15])(=[O:14])[N:10]([CH2:16][CH:17]=[CH2:18])[CH2:9]1.Cl[C:21]([O:23][CH2:24][C:25]1[CH:30]=[CH:29][CH:28]=[CH:27][CH:26]=1)=[O:22].C(=O)(O)[O-].[Na+], predict the reaction product. The product is: [F:1][C:2]1[CH:3]=[C:4]([NH:19][C:21](=[O:22])[O:23][CH2:24][C:25]2[CH:30]=[CH:29][CH:28]=[CH:27][CH:26]=2)[CH:5]=[CH:6][C:7]=1[CH:8]1[CH2:13][CH2:12][S:11](=[O:15])(=[O:14])[N:10]([CH2:16][CH:17]=[CH2:18])[CH2:9]1. (3) Given the reactants Br[C:2]1[CH:7]=[CH:6][N:5]2[N:8]=[C:9]([C:11]3[CH:16]=[CH:15][C:14]([F:17])=[CH:13][CH:12]=3)[CH:10]=[C:4]2[CH:3]=1.[F:18][C:19]1[C:24]([CH:25]=[O:26])=[C:23]([F:27])[CH:22]=[CH:21][C:20]=1B(O)O.C(=O)([O-])[O-].[Cs+].[Cs+].O1CCCC1, predict the reaction product. The product is: [F:18][C:19]1[C:20]([C:2]2[CH:7]=[CH:6][N:5]3[N:8]=[C:9]([C:11]4[CH:16]=[CH:15][C:14]([F:17])=[CH:13][CH:12]=4)[CH:10]=[C:4]3[CH:3]=2)=[CH:21][CH:22]=[C:23]([F:27])[C:24]=1[CH:25]=[O:26]. (4) Given the reactants [Br:1][C:2]1[CH:3]=[CH:4][C:5]([C:8]#[C:9][CH:10]([OH:12])[CH3:11])=[N:6][CH:7]=1.[CH2:13](N(CC)CC)C.CS(Cl)(=O)=O, predict the reaction product. The product is: [Br:1][C:2]1[CH:3]=[CH:4][C:5]([C:8]#[C:9][CH:10]([O:12][CH3:13])[CH3:11])=[N:6][CH:7]=1. (5) Given the reactants [Si:1]([O:8][CH2:9][C:10]([CH3:31])([CH3:30])[CH2:11][N:12]1[C:16]2[CH:17]=[CH:18][C:19](B3OC(C)(C)C(C)(C)O3)=[CH:20][C:15]=2[N:14]=[CH:13]1)([C:4]([CH3:7])([CH3:6])[CH3:5])([CH3:3])[CH3:2].Cl[C:33]1[N:38]=[C:37]([N:39]([C:47]2[CH:52]=[C:51]([C:53]#[N:54])[CH:50]=[CH:49][N:48]=2)[C:40](=[O:46])[O:41][C:42]([CH3:45])([CH3:44])[CH3:43])[CH:36]=[C:35]([CH:55]2[CH2:57][CH2:56]2)[CH:34]=1.P([O-])([O-])([O-])=O.[K+].[K+].[K+].O1CCOCC1, predict the reaction product. The product is: [Si:1]([O:8][CH2:9][C:10]([CH3:31])([CH3:30])[CH2:11][N:12]1[C:16]2[CH:17]=[CH:18][C:19]([C:33]3[N:38]=[C:37]([N:39]([C:47]4[CH:52]=[C:51]([C:53]#[N:54])[CH:50]=[CH:49][N:48]=4)[C:40](=[O:46])[O:41][C:42]([CH3:45])([CH3:44])[CH3:43])[CH:36]=[C:35]([CH:55]4[CH2:57][CH2:56]4)[CH:34]=3)=[CH:20][C:15]=2[N:14]=[CH:13]1)([C:4]([CH3:7])([CH3:5])[CH3:6])([CH3:2])[CH3:3]. (6) The product is: [CH:33]([C:18]1[CH:19]=[C:20]2[C:15](=[CH:16][CH:17]=1)[N:14]([CH:3]([C:4]1[CH:9]=[CH:8][C:7]([C:10]([F:13])([F:11])[F:12])=[CH:6][CH:5]=1)[CH2:2][O:1][CH3:38])[C:26]1[CH:25]([CH2:27][C:28]([O:30][CH2:31][CH3:32])=[O:29])[CH2:24][CH2:23][CH2:22][C:21]2=1)([CH3:34])[CH3:35]. Given the reactants [OH:1][CH2:2][CH:3]([N:14]1[C:26]2[CH:25]([CH2:27][C:28]([O:30][CH2:31][CH3:32])=[O:29])[CH2:24][CH2:23][CH2:22][C:21]=2[C:20]2[C:15]1=[CH:16][CH:17]=[C:18]([CH:33]([CH3:35])[CH3:34])[CH:19]=2)[C:4]1[CH:9]=[CH:8][C:7]([C:10]([F:13])([F:12])[F:11])=[CH:6][CH:5]=1.[H-].[Na+].[CH3:38]I.O, predict the reaction product. (7) Given the reactants [CH3:1][O:2][C:3]1[CH:4]=[C:5]2[C:10](=[CH:11][C:12]=1[O:13][CH3:14])[N:9]=[CH:8][CH:7]=[C:6]2[O:15][C:16]1[CH:21]=[CH:20][C:19]([NH:22][C:23](=O)[CH2:24][O:25][C:26]2[CH:31]=[CH:30][CH:29]=[CH:28][C:27]=2[O:32][CH3:33])=[CH:18][C:17]=1[CH3:35].Cl.[OH-].[Na+], predict the reaction product. The product is: [CH3:1][O:2][C:3]1[CH:4]=[C:5]2[C:10](=[CH:11][C:12]=1[O:13][CH3:14])[N:9]=[CH:8][CH:7]=[C:6]2[O:15][C:16]1[CH:21]=[CH:20][C:19]([NH:22][CH2:23][CH2:24][O:25][C:26]2[CH:31]=[CH:30][CH:29]=[CH:28][C:27]=2[O:32][CH3:33])=[CH:18][C:17]=1[CH3:35]. (8) Given the reactants [I:1][C:2]1[CH:7]=[CH:6][C:5]([N:8]2[CH2:13][CH2:12][C:11](OC)=[C:10]([C:16]#[N:17])[C:9]2=[O:18])=[CH:4][CH:3]=1.Cl.[C:20]([NH2:23])(=[NH:22])[CH3:21].C(N(C(C)C)CC)(C)C, predict the reaction product. The product is: [NH2:17][C:16]1[C:10]2[C:9](=[O:18])[N:8]([C:5]3[CH:6]=[CH:7][C:2]([I:1])=[CH:3][CH:4]=3)[CH2:13][CH2:12][C:11]=2[N:22]=[C:20]([CH3:21])[N:23]=1.